Dataset: CYP2C9 inhibition data for predicting drug metabolism from PubChem BioAssay. Task: Regression/Classification. Given a drug SMILES string, predict its absorption, distribution, metabolism, or excretion properties. Task type varies by dataset: regression for continuous measurements (e.g., permeability, clearance, half-life) or binary classification for categorical outcomes (e.g., BBB penetration, CYP inhibition). Dataset: cyp2c9_veith. (1) The drug is CN1CCc2cc(O)c(O)cc2[C@H](c2ccccc2)C1. The result is 0 (non-inhibitor). (2) The result is 0 (non-inhibitor). The drug is C[C@@H](C(=O)O)c1ccc(C[C@@H]2CCCC2=O)cc1.